Dataset: Peptide-MHC class I binding affinity with 185,985 pairs from IEDB/IMGT. Task: Regression. Given a peptide amino acid sequence and an MHC pseudo amino acid sequence, predict their binding affinity value. This is MHC class I binding data. (1) The MHC is HLA-A66:01 with pseudo-sequence HLA-A66:01. The peptide sequence is AVSFRNLAY. The binding affinity (normalized) is 0.213. (2) The peptide sequence is TAFTIPSI. The MHC is HLA-B44:02 with pseudo-sequence HLA-B44:02. The binding affinity (normalized) is 0. (3) The peptide sequence is DMYFCHFYK. The MHC is HLA-B51:01 with pseudo-sequence HLA-B51:01. The binding affinity (normalized) is 0.0847. (4) The peptide sequence is YWDQVTFFY. The MHC is HLA-B46:01 with pseudo-sequence HLA-B46:01. The binding affinity (normalized) is 0.0847. (5) The peptide sequence is SNGLITSTV. The MHC is HLA-A02:01 with pseudo-sequence HLA-A02:01. The binding affinity (normalized) is 0. (6) The peptide sequence is GPAGYTAAL. The MHC is HLA-B48:01 with pseudo-sequence HLA-B48:01. The binding affinity (normalized) is 0.0847.